Dataset: NCI-60 drug combinations with 297,098 pairs across 59 cell lines. Task: Regression. Given two drug SMILES strings and cell line genomic features, predict the synergy score measuring deviation from expected non-interaction effect. (1) Drug 1: CN(C)N=NC1=C(NC=N1)C(=O)N. Drug 2: B(C(CC(C)C)NC(=O)C(CC1=CC=CC=C1)NC(=O)C2=NC=CN=C2)(O)O. Cell line: NCI-H522. Synergy scores: CSS=-1.18, Synergy_ZIP=-3.04, Synergy_Bliss=-7.56, Synergy_Loewe=-3.89, Synergy_HSA=-6.22. (2) Drug 1: CC1OCC2C(O1)C(C(C(O2)OC3C4COC(=O)C4C(C5=CC6=C(C=C35)OCO6)C7=CC(=C(C(=C7)OC)O)OC)O)O. Drug 2: CN(CC1=CN=C2C(=N1)C(=NC(=N2)N)N)C3=CC=C(C=C3)C(=O)NC(CCC(=O)O)C(=O)O. Cell line: ACHN. Synergy scores: CSS=74.9, Synergy_ZIP=-3.24, Synergy_Bliss=-4.50, Synergy_Loewe=-4.15, Synergy_HSA=0.351. (3) Drug 1: CC1=CC2C(CCC3(C2CCC3(C(=O)C)OC(=O)C)C)C4(C1=CC(=O)CC4)C. Drug 2: C1C(C(OC1N2C=C(C(=O)NC2=O)F)CO)O. Cell line: MOLT-4. Synergy scores: CSS=63.1, Synergy_ZIP=0.722, Synergy_Bliss=1.13, Synergy_Loewe=-22.3, Synergy_HSA=2.69. (4) Drug 1: CNC(=O)C1=CC=CC=C1SC2=CC3=C(C=C2)C(=NN3)C=CC4=CC=CC=N4. Drug 2: CC1=C(C=C(C=C1)NC(=O)C2=CC=C(C=C2)CN3CCN(CC3)C)NC4=NC=CC(=N4)C5=CN=CC=C5. Cell line: EKVX. Synergy scores: CSS=1.32, Synergy_ZIP=-2.12, Synergy_Bliss=-7.12, Synergy_Loewe=-9.67, Synergy_HSA=-7.02. (5) Drug 1: CNC(=O)C1=CC=CC=C1SC2=CC3=C(C=C2)C(=NN3)C=CC4=CC=CC=N4. Drug 2: C(CCl)NC(=O)N(CCCl)N=O. Cell line: NCI-H522. Synergy scores: CSS=5.04, Synergy_ZIP=-2.59, Synergy_Bliss=-1.70, Synergy_Loewe=-6.08, Synergy_HSA=-2.82. (6) Drug 1: CN1CCC(CC1)COC2=C(C=C3C(=C2)N=CN=C3NC4=C(C=C(C=C4)Br)F)OC. Drug 2: C(CC(=O)O)C(=O)CN.Cl. Cell line: UACC62. Synergy scores: CSS=11.6, Synergy_ZIP=-3.71, Synergy_Bliss=-0.881, Synergy_Loewe=-3.17, Synergy_HSA=0.0705. (7) Drug 1: CC1=C2C(C(=O)C3(C(CC4C(C3C(C(C2(C)C)(CC1OC(=O)C(C(C5=CC=CC=C5)NC(=O)C6=CC=CC=C6)O)O)OC(=O)C7=CC=CC=C7)(CO4)OC(=O)C)O)C)OC(=O)C. Drug 2: C(CN)CNCCSP(=O)(O)O. Cell line: A549. Synergy scores: CSS=28.3, Synergy_ZIP=-5.61, Synergy_Bliss=-12.6, Synergy_Loewe=-42.6, Synergy_HSA=-12.8. (8) Drug 1: CC12CCC(CC1=CCC3C2CCC4(C3CC=C4C5=CN=CC=C5)C)O. Drug 2: CCCCCOC(=O)NC1=NC(=O)N(C=C1F)C2C(C(C(O2)C)O)O. Cell line: EKVX. Synergy scores: CSS=0.637, Synergy_ZIP=2.09, Synergy_Bliss=1.38, Synergy_Loewe=-5.34, Synergy_HSA=-2.81.